Dataset: NCI-60 drug combinations with 297,098 pairs across 59 cell lines. Task: Regression. Given two drug SMILES strings and cell line genomic features, predict the synergy score measuring deviation from expected non-interaction effect. (1) Drug 1: C1=C(C(=O)NC(=O)N1)F. Drug 2: C1CC(C1)(C2=CC=C(C=C2)C3=C(C=C4C(=N3)C=CN5C4=NNC5=O)C6=CC=CC=C6)N. Cell line: SW-620. Synergy scores: CSS=38.0, Synergy_ZIP=-0.949, Synergy_Bliss=1.72, Synergy_Loewe=3.79, Synergy_HSA=6.41. (2) Drug 1: CC1=C(C=C(C=C1)NC2=NC=CC(=N2)N(C)C3=CC4=NN(C(=C4C=C3)C)C)S(=O)(=O)N.Cl. Synergy scores: CSS=23.3, Synergy_ZIP=5.52, Synergy_Bliss=9.87, Synergy_Loewe=9.15, Synergy_HSA=10.6. Drug 2: CC(CN1CC(=O)NC(=O)C1)N2CC(=O)NC(=O)C2. Cell line: HOP-62. (3) Drug 1: C1=C(C(=O)NC(=O)N1)N(CCCl)CCCl. Drug 2: CC=C1C(=O)NC(C(=O)OC2CC(=O)NC(C(=O)NC(CSSCCC=C2)C(=O)N1)C(C)C)C(C)C. Cell line: HCT-15. Synergy scores: CSS=24.0, Synergy_ZIP=-3.46, Synergy_Bliss=3.18, Synergy_Loewe=2.40, Synergy_HSA=2.84. (4) Drug 1: C1CC(C1)(C(=O)O)C(=O)O.[NH2-].[NH2-].[Pt+2]. Drug 2: CC1CCC2CC(C(=CC=CC=CC(CC(C(=O)C(C(C(=CC(C(=O)CC(OC(=O)C3CCCCN3C(=O)C(=O)C1(O2)O)C(C)CC4CCC(C(C4)OC)OCCO)C)C)O)OC)C)C)C)OC. Cell line: A498. Synergy scores: CSS=-1.37, Synergy_ZIP=0.471, Synergy_Bliss=0.212, Synergy_Loewe=-2.82, Synergy_HSA=-2.26. (5) Drug 1: CC12CCC(CC1=CCC3C2CCC4(C3CC=C4C5=CN=CC=C5)C)O. Drug 2: C1=NC2=C(N1)C(=S)N=CN2. Cell line: CAKI-1. Synergy scores: CSS=3.10, Synergy_ZIP=-13.2, Synergy_Bliss=-25.0, Synergy_Loewe=-29.9, Synergy_HSA=-23.9. (6) Drug 1: CCC1=CC2CC(C3=C(CN(C2)C1)C4=CC=CC=C4N3)(C5=C(C=C6C(=C5)C78CCN9C7C(C=CC9)(C(C(C8N6C)(C(=O)OC)O)OC(=O)C)CC)OC)C(=O)OC.C(C(C(=O)O)O)(C(=O)O)O. Drug 2: C1C(C(OC1N2C=C(C(=O)NC2=O)F)CO)O. Cell line: SN12C. Synergy scores: CSS=46.9, Synergy_ZIP=-1.80, Synergy_Bliss=-2.24, Synergy_Loewe=-2.53, Synergy_HSA=2.77. (7) Drug 1: CN1C2=C(C=C(C=C2)N(CCCl)CCCl)N=C1CCCC(=O)O.Cl. Drug 2: CCC1(C2=C(COC1=O)C(=O)N3CC4=CC5=C(C=CC(=C5CN(C)C)O)N=C4C3=C2)O.Cl. Cell line: HOP-62. Synergy scores: CSS=32.9, Synergy_ZIP=1.32, Synergy_Bliss=4.41, Synergy_Loewe=-49.3, Synergy_HSA=2.65. (8) Drug 1: CC1C(C(=O)NC(C(=O)N2CCCC2C(=O)N(CC(=O)N(C(C(=O)O1)C(C)C)C)C)C(C)C)NC(=O)C3=C4C(=C(C=C3)C)OC5=C(C(=O)C(=C(C5=N4)C(=O)NC6C(OC(=O)C(N(C(=O)CN(C(=O)C7CCCN7C(=O)C(NC6=O)C(C)C)C)C)C(C)C)C)N)C. Cell line: SK-OV-3. Synergy scores: CSS=3.44, Synergy_ZIP=-3.05, Synergy_Bliss=0.956, Synergy_Loewe=-4.64, Synergy_HSA=-3.19. Drug 2: CCC1(CC2CC(C3=C(CCN(C2)C1)C4=CC=CC=C4N3)(C5=C(C=C6C(=C5)C78CCN9C7C(C=CC9)(C(C(C8N6C)(C(=O)OC)O)OC(=O)C)CC)OC)C(=O)OC)O.OS(=O)(=O)O. (9) Synergy scores: CSS=2.23, Synergy_ZIP=-0.455, Synergy_Bliss=1.22, Synergy_Loewe=-3.91, Synergy_HSA=-0.182. Drug 2: CCN(CC)CCNC(=O)C1=C(NC(=C1C)C=C2C3=C(C=CC(=C3)F)NC2=O)C. Drug 1: CN1C(=O)N2C=NC(=C2N=N1)C(=O)N. Cell line: SK-OV-3.